This data is from Reaction yield outcomes from USPTO patents with 853,638 reactions. The task is: Predict the reaction yield, written as a fraction of the theoretical maximum amount of product (1.0 means a 100% yield; for example, 0.34 means a 34% yield). (1) The reactants are [Cl:1][C:2]1[CH:3]=[CH:4][C:5]([NH:8][C:9](=[O:36])[C:10]2[CH:15]=[CH:14][C:13]([C:16]([O:18]C)=[O:17])=[CH:12][C:11]=2[NH:20][C:21](=[O:35])[C:22]2[CH:27]=[CH:26][C:25]([S:28][CH3:29])=[CH:24][C:23]=2[O:30][CH2:31][CH2:32][CH2:33][NH2:34])=[N:6][CH:7]=1.CO.[Li+].[OH-].Cl. The catalyst is O. The product is [ClH:1].[Cl:1][C:2]1[CH:3]=[CH:4][C:5]([NH:8][C:9](=[O:36])[C:10]2[CH:15]=[CH:14][C:13]([C:16]([OH:18])=[O:17])=[CH:12][C:11]=2[NH:20][C:21](=[O:35])[C:22]2[CH:27]=[CH:26][C:25]([S:28][CH3:29])=[CH:24][C:23]=2[O:30][CH2:31][CH2:32][CH2:33][NH2:34])=[N:6][CH:7]=1. The yield is 0.550. (2) The reactants are [NH2:1][C:2]1[S:12][C:5]2[CH2:6][N:7]([CH2:10][CH3:11])[CH2:8][CH2:9][C:4]=2[C:3]=1[C:13]([NH2:15])=[O:14].[CH:16](=O)[CH3:17].S([O-])([O-])(=O)=O.[Mg+2].C([BH3-])#N.[Na+]. The catalyst is C(O)(=O)C.CO.O1CCCC1. The product is [CH2:10]([N:7]1[CH2:8][CH2:9][C:4]2[C:3]([C:13]([NH2:15])=[O:14])=[C:2]([NH:1][CH2:16][CH3:17])[S:12][C:5]=2[CH2:6]1)[CH3:11]. The yield is 0.800. (3) The reactants are [CH3:1][C:2]1[C:7]([C:8]([O:10][CH2:11][CH2:12][C:13]([CH3:17])=[C:14]([F:16])[F:15])=[O:9])=[CH:6][N:5]=[C:4](SC)[N:3]=1.Cl[C:21]1C=CC=C(C(OO)=O)C=1.[S:31]([O-:34])(O)=[O:32].[Na+]. The catalyst is C(Cl)(Cl)Cl. The product is [CH3:21][S:31]([C:4]1[N:3]=[C:2]([CH3:1])[C:7]([C:8]([O:10][CH2:11][CH2:12][C:13]([CH3:17])=[C:14]([F:16])[F:15])=[O:9])=[CH:6][N:5]=1)(=[O:34])=[O:32]. The yield is 0.920. (4) The reactants are C(#N)C.FC(F)(F)C(O)=O.[Br:11][C:12]1[C:13]([OH:18])=[N:14][CH:15]=[CH:16][CH:17]=1.[I:19]N1C(=O)CCC1=O. The catalyst is O. The product is [Br:11][C:12]1[C:13]([OH:18])=[N:14][CH:15]=[C:16]([I:19])[CH:17]=1. The yield is 0.960. (5) The reactants are [CH:1]12[CH2:10][CH:5]3[CH2:6][CH:7]([CH2:9][CH:3]([CH2:4]3)[CH:2]1[N:11]1[CH2:15][CH2:14][CH:13]([CH2:16][C:17]3[CH:22]=[CH:21][C:20](Br)=[CH:19][C:18]=3[Cl:24])[C:12]1=[O:25])[CH2:8]2.[OH:26][C:27]1[CH:32]=[CH:31][C:30](B(O)O)=[CH:29][CH:28]=1. No catalyst specified. The product is [CH:1]12[CH2:10][CH:5]3[CH2:6][CH:7]([CH2:9][CH:3]([CH2:4]3)[CH:2]1[N:11]1[CH2:15][CH2:14][CH:13]([CH2:16][C:17]3[CH:22]=[CH:21][C:20]([C:30]4[CH:31]=[CH:32][C:27]([OH:26])=[CH:28][CH:29]=4)=[CH:19][C:18]=3[Cl:24])[C:12]1=[O:25])[CH2:8]2. The yield is 0.720.